From a dataset of Full USPTO retrosynthesis dataset with 1.9M reactions from patents (1976-2016). Predict the reactants needed to synthesize the given product. (1) Given the product [C:21]([O:20][C:18]([N:14]1[CH2:13][C@@H:12]2[CH2:17][C@H:15]1[CH2:16][N:11]2[C:9]([C@@:4]1([CH2:7][CH3:8])[CH2:5][CH2:6][C@@H:2]([NH:1][C@@H:46]2[C@H:41]([O:40][CH3:39])[CH2:42][O:43][CH2:44][CH2:45]2)[CH2:3]1)=[O:10])=[O:19])([CH3:23])([CH3:22])[CH3:24], predict the reactants needed to synthesize it. The reactants are: [NH2:1][C@@H:2]1[CH2:6][CH2:5][C@@:4]([C:9]([N:11]2[CH2:16][C@@H:15]3[CH2:17][C@H:12]2[CH2:13][N:14]3[C:18]([O:20][C:21]([CH3:24])([CH3:23])[CH3:22])=[O:19])=[O:10])([CH2:7][CH3:8])[CH2:3]1.C(O[BH-](OC(=O)C)OC(=O)C)(=O)C.[Na+].[CH3:39][O:40][CH:41]1[C:46](=O)[CH2:45][CH2:44][O:43][CH2:42]1.[OH-].[Na+]. (2) The reactants are: [CH3:1][O:2][C:3]1[CH:4]=[C:5]([CH:10]=[CH:11][C:12]=1[N+:13]([O-:15])=[O:14])[C:6]([O:8]C)=[O:7].[OH-].[K+]. Given the product [CH3:1][O:2][C:3]1[CH:4]=[C:5]([CH:10]=[CH:11][C:12]=1[N+:13]([O-:15])=[O:14])[C:6]([OH:8])=[O:7], predict the reactants needed to synthesize it. (3) Given the product [ClH:1].[Br:20][C:21]1[CH:27]=[CH:26][C:24]([NH:25][C:2]2[C:3]3[N:4]([C:16]([CH3:19])=[CH:17][CH:18]=3)[C:5]([C:8]([N:10]3[CH2:15][CH2:14][O:13][CH2:12][CH2:11]3)=[O:9])=[CH:6][N:7]=2)=[CH:23][C:22]=1[F:28], predict the reactants needed to synthesize it. The reactants are: [Cl:1][C:2]1[C:3]2[N:4]([C:16]([CH3:19])=[CH:17][CH:18]=2)[C:5]([C:8]([N:10]2[CH2:15][CH2:14][O:13][CH2:12][CH2:11]2)=[O:9])=[CH:6][N:7]=1.[Br:20][C:21]1[CH:27]=[CH:26][C:24]([NH2:25])=[CH:23][C:22]=1[F:28].